This data is from Peptide-MHC class I binding affinity with 185,985 pairs from IEDB/IMGT. The task is: Regression. Given a peptide amino acid sequence and an MHC pseudo amino acid sequence, predict their binding affinity value. This is MHC class I binding data. The peptide sequence is AMQDPNPEV. The MHC is HLA-A24:02 with pseudo-sequence HLA-A24:02. The binding affinity (normalized) is 0.0847.